From a dataset of Full USPTO retrosynthesis dataset with 1.9M reactions from patents (1976-2016). Predict the reactants needed to synthesize the given product. (1) Given the product [Cl:1][C:2]1[CH:3]=[C:4]([CH:10]=[C:11]([F:39])[C:12]=1[CH2:13][CH2:14][C:15]1[N:16]([C:32]2[CH:33]=[CH:34][C:35]([F:38])=[CH:36][CH:37]=2)[C:17]([C:20]([C:23]2[CH:28]=[CH:27][C:26]([Cl:29])=[C:25]([O:30][CH3:31])[CH:24]=2)([CH3:22])[CH3:21])=[CH:18][N:19]=1)[C:5]([OH:7])=[O:6], predict the reactants needed to synthesize it. The reactants are: [Cl:1][C:2]1[CH:3]=[C:4]([CH:10]=[C:11]([F:39])[C:12]=1[CH2:13][CH2:14][C:15]1[N:16]([C:32]2[CH:37]=[CH:36][C:35]([F:38])=[CH:34][CH:33]=2)[C:17]([C:20]([C:23]2[CH:28]=[CH:27][C:26]([Cl:29])=[C:25]([O:30][CH3:31])[CH:24]=2)([CH3:22])[CH3:21])=[CH:18][N:19]=1)[C:5]([O:7]CC)=[O:6].[OH-].[Na+]. (2) Given the product [CH3:1][O:2][C:3]1[CH:4]=[C:5]([CH2:9][C:10]([CH3:15])([CH3:14])[C:11]([N:28]=[N+:29]=[N-:30])=[O:12])[CH:6]=[CH:7][CH:8]=1, predict the reactants needed to synthesize it. The reactants are: [CH3:1][O:2][C:3]1[CH:4]=[C:5]([CH2:9][C:10]([CH3:15])([CH3:14])[C:11](O)=[O:12])[CH:6]=[CH:7][CH:8]=1.C(N(CC)CC)C.ClC(OC)=O.[N-:28]=[N+:29]=[N-:30].[Na+]. (3) Given the product [CH:15]([N:18]([CH2:19][CH2:20][NH:21][C:3](=[O:5])[C:2]([F:1])([F:8])[F:9])[C:22](=[O:23])[O:24][C:25]([CH3:28])([CH3:27])[CH3:26])([CH3:17])[CH3:16], predict the reactants needed to synthesize it. The reactants are: [F:1][C:2]([F:9])([F:8])[C:3]([O:5]CC)=O.O1CCCC1.[CH:15]([NH:18][CH2:19][CH2:20][NH2:21])([CH3:17])[CH3:16].[C:22](O[C:22]([O:24][C:25]([CH3:28])([CH3:27])[CH3:26])=[O:23])([O:24][C:25]([CH3:28])([CH3:27])[CH3:26])=[O:23]. (4) Given the product [CH3:1][N:2]1[C:10]2[C:9]([N:11]3[CH2:16][CH2:15][O:14][CH2:13][C@@H:12]3[CH3:17])=[N:8][C:7]([C:18]3[CH:23]=[CH:22][C:21]([NH:24][C:25]([NH:27][CH2:28][CH2:31][S:34]([CH3:33])(=[O:36])=[O:35])=[O:26])=[CH:20][CH:19]=3)=[N:6][C:5]=2[CH:4]=[N:3]1, predict the reactants needed to synthesize it. The reactants are: [CH3:1][N:2]1[C:10]2[C:9]([N:11]3[CH2:16][CH2:15][O:14][CH2:13][C@@H:12]3[CH3:17])=[N:8][C:7]([C:18]3[CH:23]=[CH:22][C:21]([NH:24][C:25]([NH:27][CH:28]4[CH2:31]OC4)=[O:26])=[CH:20][CH:19]=3)=[N:6][C:5]=2[CH:4]=[N:3]1.Cl.[CH3:33][S:34](CCN)(=[O:36])=[O:35]. (5) Given the product [F:1][C:2]1[CH:7]=[CH:6][C:5]([CH:8]([C:21]2[CH:22]=[CH:23][C:24]([F:27])=[CH:25][CH:26]=2)[C:9]2[C:17]3[C:12](=[C:13]([CH2:18][S:19]([CH3:20])=[O:40])[CH:14]=[CH:15][CH:16]=3)[NH:11][CH:10]=2)=[C:4]([CH3:28])[CH:3]=1, predict the reactants needed to synthesize it. The reactants are: [F:1][C:2]1[CH:7]=[CH:6][C:5]([CH:8]([C:21]2[CH:26]=[CH:25][C:24]([F:27])=[CH:23][CH:22]=2)[C:9]2[C:17]3[C:12](=[C:13]([CH2:18][S:19][CH3:20])[CH:14]=[CH:15][CH:16]=3)[NH:11][CH:10]=2)=[C:4]([CH3:28])[CH:3]=1.ClCCl.ClC1C=CC=C(C(OO)=[O:40])C=1.